From a dataset of Reaction yield outcomes from USPTO patents with 853,638 reactions. Predict the reaction yield, written as a fraction of the theoretical maximum amount of product (1.0 means a 100% yield; for example, 0.34 means a 34% yield). (1) The reactants are [F:1][C:2]1[CH:3]=[C:4]([CH:28]=[CH:29][CH:30]=1)[O:5][C:6]1[CH:11]=[CH:10][C:9]([C:12]2[C:20]3[C:15](=[N:16][CH:17]=[N:18][C:19]=3[NH2:21])[N:14]([CH2:22][C@H:23]3[CH2:27][CH2:26][CH2:25][NH:24]3)[N:13]=2)=[CH:8][CH:7]=1.[C:31]([CH2:33][C:34](O)=[O:35])#[N:32].CN(C(ON1N=NC2C=CC=NC1=2)=[N+](C)C)C.F[P-](F)(F)(F)(F)F.C(N(CC)CC)C. The catalyst is CN(C)C=O. The product is [NH2:21][C:19]1[N:18]=[CH:17][N:16]=[C:15]2[N:14]([CH2:22][C@H:23]3[CH2:27][CH2:26][CH2:25][N:24]3[C:34](=[O:35])[CH2:33][C:31]#[N:32])[N:13]=[C:12]([C:9]3[CH:10]=[CH:11][C:6]([O:5][C:4]4[CH:28]=[CH:29][CH:30]=[C:2]([F:1])[CH:3]=4)=[CH:7][CH:8]=3)[C:20]=12. The yield is 0.600. (2) The reactants are [CH3:1][O:2][C:3]([C@@H:5]1[CH2:9][C@@H:8]([OH:10])[CH2:7][N:6]1[C:11]([O:13][C:14]([CH3:17])([CH3:16])[CH3:15])=[O:12])=[O:4].C1(P(C2C=CC=CC=2)C2C=CC=CC=2)C=CC=CC=1.[F:37][C:38]1[CH:43]=[CH:42][CH:41]=[CH:40][C:39]=1O.CC(OC(/N=N/C(OC(C)C)=O)=O)C. The catalyst is C1COCC1. The product is [CH3:1][O:2][C:3]([CH:5]1[CH2:9][CH:8]([O:10][C:39]2[CH:40]=[CH:41][CH:42]=[CH:43][C:38]=2[F:37])[CH2:7][N:6]1[C:11]([O:13][C:14]([CH3:17])([CH3:16])[CH3:15])=[O:12])=[O:4]. The yield is 0.580.